From a dataset of Reaction yield outcomes from USPTO patents with 853,638 reactions. Predict the reaction yield, written as a fraction of the theoretical maximum amount of product (1.0 means a 100% yield; for example, 0.34 means a 34% yield). (1) The reactants are Cl.[N+:2]([C:5]1[CH:6]=[C:7]2[C:11](=[CH:12][CH:13]=1)[CH2:10][CH:9](N)[CH2:8]2)([O-:4])=[O:3].C=O.[C:17]([BH3-])#[N:18].[Na+].[CH3:21]C(O)=O. The catalyst is ClCCCl. The product is [CH3:21][N:18]([CH3:17])[CH:9]1[CH2:8][C:7]2[C:11](=[CH:12][CH:13]=[C:5]([N+:2]([O-:4])=[O:3])[CH:6]=2)[CH2:10]1. The yield is 0.520. (2) The reactants are CO[C:3](=[O:24])[C:4]1[CH:9]=[CH:8][C:7](/[CH:10]=[CH:11]/[C:12]2[C:13]([C:18]3[CH:23]=[CH:22][CH:21]=[CH:20][CH:19]=3)=[N:14][O:15][C:16]=2[CH3:17])=[N:6][CH:5]=1.[CH3:25][CH:26]([NH2:29])[CH2:27][OH:28]. No catalyst specified. The product is [OH:28][CH2:27][CH:26]([NH:29][C:3](=[O:24])[C:4]1[CH:9]=[CH:8][C:7](/[CH:10]=[CH:11]/[C:12]2[C:13]([C:18]3[CH:19]=[CH:20][CH:21]=[CH:22][CH:23]=3)=[N:14][O:15][C:16]=2[CH3:17])=[N:6][CH:5]=1)[CH3:25]. The yield is 0.750. (3) The catalyst is C(O)(=O)C. The reactants are C(OC([C:6]1[C:7]([C:18]2[CH:23]=[CH:22][N:21]=[CH:20][CH:19]=2)=[C:8]([C:11]2[CH:16]=[CH:15][C:14]([F:17])=[CH:13][CH:12]=2)[NH:9][CH:10]=1)=O)C.S(=O)(=O)(O)O.O.[OH-].[Na+]. The yield is 0.990. The product is [F:17][C:14]1[CH:13]=[CH:12][C:11]([C:8]2[NH:9][CH:10]=[CH:6][C:7]=2[C:18]2[CH:23]=[CH:22][N:21]=[CH:20][CH:19]=2)=[CH:16][CH:15]=1.